The task is: Predict the product of the given reaction.. This data is from Forward reaction prediction with 1.9M reactions from USPTO patents (1976-2016). (1) Given the reactants [CH3:1][C:2]1[N:6]([CH2:7][CH2:8][CH2:9][NH2:10])[CH:5]=[N:4][CH:3]=1.[N:11]([C:14]1[CH:19]=[CH:18][C:17]([O:20][CH3:21])=[CH:16][C:15]=1[O:22][CH3:23])=[C:12]=[S:13], predict the reaction product. The product is: [CH3:23][O:22][C:15]1[CH:16]=[C:17]([O:20][CH3:21])[CH:18]=[CH:19][C:14]=1[NH:11][C:12]([NH:10][CH2:9][CH2:8][CH2:7][N:6]1[C:2]([CH3:1])=[CH:3][N:4]=[CH:5]1)=[S:13]. (2) Given the reactants C(=O)([O-])[O-].[K+].[K+].[CH2:7](I)[CH3:8].[NH2:10][C:11]1[CH:19]=[C:18]([Cl:20])[C:17]([C:21]([F:24])([F:23])[F:22])=[CH:16][C:12]=1[C:13]([OH:15])=[O:14].O, predict the reaction product. The product is: [CH2:7]([O:14][C:13](=[O:15])[C:12]1[CH:16]=[C:17]([C:21]([F:24])([F:22])[F:23])[C:18]([Cl:20])=[CH:19][C:11]=1[NH2:10])[CH3:8].